From a dataset of Reaction yield outcomes from USPTO patents with 853,638 reactions. Predict the reaction yield, written as a fraction of the theoretical maximum amount of product (1.0 means a 100% yield; for example, 0.34 means a 34% yield). (1) The reactants are [NH2:1][C@@H:2]([CH3:15])[C@@H:3]([C:5]1[CH:10]=[C:9]([O:11][CH3:12])[CH:8]=[CH:7][C:6]=1[O:13][CH3:14])[OH:4].[CH2:16]([O:23][C:24](=[O:42])[CH2:25][CH2:26][C@H:27]([NH:31][C:32]([O:34][CH2:35][C:36]1[CH:41]=[CH:40][CH:39]=[CH:38][CH:37]=1)=[O:33])[C:28](=[O:30])N)[C:17]1[CH:22]=[CH:21][CH:20]=[CH:19][CH:18]=1.CCN=C=NCCCN(C)C.O. The catalyst is C(#N)C. The product is [CH2:16]([O:23][C:24](=[O:42])[CH2:25][CH2:26][C@H:27]([NH:31][C:32]([O:34][CH2:35][C:36]1[CH:41]=[CH:40][CH:39]=[CH:38][CH:37]=1)=[O:33])[C:28](=[O:30])[NH:1][C@@H:2]([CH3:15])[C@@H:3]([C:5]1[CH:10]=[C:9]([O:11][CH3:12])[CH:8]=[CH:7][C:6]=1[O:13][CH3:14])[OH:4])[C:17]1[CH:22]=[CH:21][CH:20]=[CH:19][CH:18]=1. The yield is 0.250. (2) The yield is 0.0500. The catalyst is C(O)CCC.O. The reactants are Cl[CH2:2][CH2:3][CH2:4][O:5][C:6]1[CH:18]=[CH:17][C:9]([CH2:10][N:11]2[CH2:16][CH2:15][CH2:14][CH2:13][CH2:12]2)=[CH:8][CH:7]=1.[NH:19]1[CH2:24][CH2:23][CH2:22][CH2:21][CH2:20]1.C(=O)([O-])[O-].[Na+].[Na+].[I-].[K+]. The product is [NH3:11].[CH3:4][OH:5].[N:11]1([CH2:10][C:9]2[CH:17]=[CH:18][C:6]([O:5][CH2:4][CH2:3][CH2:2][N:19]3[CH2:24][CH2:23][CH2:22][CH2:21][CH2:20]3)=[CH:7][CH:8]=2)[CH2:16][CH2:15][CH2:14][CH2:13][CH2:12]1.